Predict the reaction yield, written as a fraction of the theoretical maximum amount of product (1.0 means a 100% yield; for example, 0.34 means a 34% yield). From a dataset of Reaction yield outcomes from USPTO patents with 853,638 reactions. (1) The reactants are [Br:1][C:2]1[CH:7]=[CH:6][C:5]([S:8](Cl)(=[O:10])=[O:9])=[CH:4][CH:3]=1.C(N(CC)CC)C.[NH2:19][C@H:20]([CH3:23])[CH2:21][OH:22]. The catalyst is ClCCl. The product is [Br:1][C:2]1[CH:7]=[CH:6][C:5]([S:8]([NH:19][C@@H:20]([CH3:23])[CH2:21][OH:22])(=[O:10])=[O:9])=[CH:4][CH:3]=1. The yield is 0.730. (2) The catalyst is C(Cl)Cl. The reactants are [N:1]1[CH:6]=[C:5]([CH2:7][C:8]2[C:9](=[O:15])[NH:10][C:11](=[S:14])[NH:12][CH:13]=2)[CH:4]=[N:3][CH:2]=1.CCN(C(C)C)C(C)C.Cl[CH2:26][C:27]1[CH:28]=[CH:29][C:30]([O:35][C:36]2[CH:41]=[CH:40][C:39]([F:42])=[C:38]([C:43]([F:46])([F:45])[F:44])[CH:37]=2)=[C:31]([CH:34]=1)[C:32]#[N:33]. The yield is 0.385. The product is [F:42][C:39]1[CH:40]=[CH:41][C:36]([O:35][C:30]2[CH:29]=[CH:28][C:27]([CH2:26][S:14][C:11]3[NH:12][CH:13]=[C:8]([CH2:7][C:5]4[CH:6]=[N:1][CH:2]=[N:3][CH:4]=4)[C:9](=[O:15])[N:10]=3)=[CH:34][C:31]=2[C:32]#[N:33])=[CH:37][C:38]=1[C:43]([F:44])([F:45])[F:46].